From a dataset of NCI-60 drug combinations with 297,098 pairs across 59 cell lines. Regression. Given two drug SMILES strings and cell line genomic features, predict the synergy score measuring deviation from expected non-interaction effect. (1) Drug 1: CC1=C(C=C(C=C1)NC2=NC=CC(=N2)N(C)C3=CC4=NN(C(=C4C=C3)C)C)S(=O)(=O)N.Cl. Drug 2: CC1=C(N=C(N=C1N)C(CC(=O)N)NCC(C(=O)N)N)C(=O)NC(C(C2=CN=CN2)OC3C(C(C(C(O3)CO)O)O)OC4C(C(C(C(O4)CO)O)OC(=O)N)O)C(=O)NC(C)C(C(C)C(=O)NC(C(C)O)C(=O)NCCC5=NC(=CS5)C6=NC(=CS6)C(=O)NCCC[S+](C)C)O. Cell line: TK-10. Synergy scores: CSS=-1.62, Synergy_ZIP=-1.45, Synergy_Bliss=-4.59, Synergy_Loewe=-9.32, Synergy_HSA=-4.80. (2) Drug 2: CCC1=C2CN3C(=CC4=C(C3=O)COC(=O)C4(CC)O)C2=NC5=C1C=C(C=C5)O. Synergy scores: CSS=20.3, Synergy_ZIP=-4.96, Synergy_Bliss=-1.85, Synergy_Loewe=-48.9, Synergy_HSA=0.0600. Cell line: NCI/ADR-RES. Drug 1: CC1=C2C(C(=O)C3(C(CC4C(C3C(C(C2(C)C)(CC1OC(=O)C(C(C5=CC=CC=C5)NC(=O)C6=CC=CC=C6)O)O)OC(=O)C7=CC=CC=C7)(CO4)OC(=O)C)O)C)OC(=O)C. (3) Drug 1: CS(=O)(=O)C1=CC(=C(C=C1)C(=O)NC2=CC(=C(C=C2)Cl)C3=CC=CC=N3)Cl. Drug 2: C1CNP(=O)(OC1)N(CCCl)CCCl. Cell line: HCT-15. Synergy scores: CSS=8.03, Synergy_ZIP=-0.206, Synergy_Bliss=4.08, Synergy_Loewe=-4.09, Synergy_HSA=2.66. (4) Drug 1: COC1=NC(=NC2=C1N=CN2C3C(C(C(O3)CO)O)O)N. Drug 2: C1CCC(C(C1)N)N.C(=O)(C(=O)[O-])[O-].[Pt+4]. Cell line: EKVX. Synergy scores: CSS=4.03, Synergy_ZIP=-0.739, Synergy_Bliss=-1.29, Synergy_Loewe=-4.08, Synergy_HSA=-2.29. (5) Drug 1: CC1OCC2C(O1)C(C(C(O2)OC3C4COC(=O)C4C(C5=CC6=C(C=C35)OCO6)C7=CC(=C(C(=C7)OC)O)OC)O)O. Drug 2: CC1C(C(CC(O1)OC2CC(CC3=C2C(=C4C(=C3O)C(=O)C5=C(C4=O)C(=CC=C5)OC)O)(C(=O)C)O)N)O.Cl. Cell line: SF-539. Synergy scores: CSS=38.6, Synergy_ZIP=1.60, Synergy_Bliss=2.95, Synergy_Loewe=-2.27, Synergy_HSA=5.81. (6) Drug 1: COC1=CC(=CC(=C1O)OC)C2C3C(COC3=O)C(C4=CC5=C(C=C24)OCO5)OC6C(C(C7C(O6)COC(O7)C8=CC=CS8)O)O. Drug 2: CC1CCC2CC(C(=CC=CC=CC(CC(C(=O)C(C(C(=CC(C(=O)CC(OC(=O)C3CCCCN3C(=O)C(=O)C1(O2)O)C(C)CC4CCC(C(C4)OC)OCCO)C)C)O)OC)C)C)C)OC. Cell line: TK-10. Synergy scores: CSS=31.5, Synergy_ZIP=-4.47, Synergy_Bliss=-2.20, Synergy_Loewe=4.32, Synergy_HSA=5.27.